From a dataset of Full USPTO retrosynthesis dataset with 1.9M reactions from patents (1976-2016). Predict the reactants needed to synthesize the given product. (1) Given the product [CH:7]1([NH:10][C:11](=[O:46])[C:12]2[CH:17]=[CH:16][C:15]([C:18]3[N:22]4[N:23]=[C:24]([C:34](=[O:35])[C:36]5[CH:41]=[CH:40][C:39]([O:42][CH3:43])=[C:38]([F:44])[CH:37]=5)[CH:25]=[C:26]([NH:27][CH2:28][CH2:29][C:30]([F:33])([F:31])[F:32])[C:21]4=[N:20][CH:19]=3)=[CH:14][C:13]=2[CH3:45])[CH2:8][CH2:9]1, predict the reactants needed to synthesize it. The reactants are: C(Cl)(=O)C(Cl)=O.[CH:7]1([NH:10][C:11](=[O:46])[C:12]2[CH:17]=[CH:16][C:15]([C:18]3[N:22]4[N:23]=[C:24]([CH:34]([C:36]5[CH:41]=[CH:40][C:39]([O:42][CH3:43])=[C:38]([F:44])[CH:37]=5)[OH:35])[CH:25]=[C:26]([NH:27][CH2:28][CH2:29][C:30]([F:33])([F:32])[F:31])[C:21]4=[N:20][CH:19]=3)=[CH:14][C:13]=2[CH3:45])[CH2:9][CH2:8]1.C(N(CC)CC)C.O. (2) Given the product [CH:24]1([CH2:27][NH:28][C:20]([C:12]2[C:13]3=[N:14][CH:15]=[C:16]([CH3:19])[CH:17]=[C:18]3[N:10]([CH2:9][C:5]3[C:4]([CH3:23])=[C:3]([O:2][CH3:1])[N:8]=[CH:7][N:6]=3)[CH:11]=2)=[O:21])[CH2:26][CH2:25]1, predict the reactants needed to synthesize it. The reactants are: [CH3:1][O:2][C:3]1[N:8]=[CH:7][N:6]=[C:5]([CH2:9][N:10]2[C:18]3[C:13](=[N:14][CH:15]=[C:16]([CH3:19])[CH:17]=3)[C:12]([C:20](O)=[O:21])=[CH:11]2)[C:4]=1[CH3:23].[CH:24]1([CH2:27][NH2:28])[CH2:26][CH2:25]1. (3) Given the product [Cl:19][C:15]1[N:14]=[C:13]([C:12]2[S:11][C:10]([CH:20]3[CH2:25][CH2:24][N:23]([C:26]([O:28][C:29]([CH3:30])([CH3:32])[CH3:31])=[O:27])[CH2:22][CH2:21]3)=[N:9][C:8]=2[C:4]2[CH:5]=[CH:6][CH:7]=[C:2]([NH:1][S:39]([C:36]3[CH:37]=[CH:38][O:34][CH:35]=3)(=[O:41])=[O:40])[C:3]=2[F:33])[CH:18]=[CH:17][N:16]=1, predict the reactants needed to synthesize it. The reactants are: [NH2:1][C:2]1[C:3]([F:33])=[C:4]([C:8]2[N:9]=[C:10]([CH:20]3[CH2:25][CH2:24][N:23]([C:26]([O:28][C:29]([CH3:32])([CH3:31])[CH3:30])=[O:27])[CH2:22][CH2:21]3)[S:11][C:12]=2[C:13]2[CH:18]=[CH:17][N:16]=[C:15]([Cl:19])[N:14]=2)[CH:5]=[CH:6][CH:7]=1.[O:34]1[CH:38]=[CH:37][C:36]([S:39](Cl)(=[O:41])=[O:40])=[CH:35]1. (4) Given the product [CH3:26][C:21]1[CH:20]=[C:19]([N:1]2[C:9]3[C:4](=[CH:5][CH:6]=[CH:7][CH:8]=3)[CH:3]=[CH:2]2)[CH:24]=[C:23]([CH3:25])[CH:22]=1, predict the reactants needed to synthesize it. The reactants are: [NH:1]1[C:9]2[C:4](=[CH:5][CH:6]=[CH:7][CH:8]=2)[CH:3]=[CH:2]1.[O-]P([O-])([O-])=O.[K+].[K+].[K+].Br[C:19]1[CH:20]=[C:21]([CH3:26])[CH:22]=[C:23]([CH3:25])[CH:24]=1.[OH-].[NH4+].CCCCCCCCCCCC. (5) Given the product [O:11]1[CH2:10][CH2:9][C@H:13]([O:14][C:2]2[CH:7]=[CH:6][C:5]([Br:8])=[CH:4][N:3]=2)[CH2:12]1, predict the reactants needed to synthesize it. The reactants are: Br[C:2]1[CH:7]=[CH:6][C:5]([Br:8])=[CH:4][N:3]=1.[CH2:9]1[CH:13]([OH:14])[CH2:12][O:11][CH2:10]1. (6) Given the product [CH3:38][O:37][C:35]([C:34]1[C:3]([OH:2])=[C:5]2[C:6](=[CH:22][N:23]=1)[N:7]([CH2:13][C:14]1[CH:15]=[CH:16][C:17]([C:20]#[N:21])=[CH:18][CH:19]=1)[C:8](=[O:12])[C:9]([Br:11])=[CH:10]2)=[O:36], predict the reactants needed to synthesize it. The reactants are: C[O:2][C:3]([C:5]1[CH:10]=[C:9]([Br:11])[C:8](=[O:12])[N:7]([CH2:13][C:14]2[CH:19]=[CH:18][C:17]([C:20]#[N:21])=[CH:16][CH:15]=2)[C:6]=1[CH2:22][N:23]([CH2:34][C:35]([O:37][CH3:38])=[O:36])S(C1C=CC(C)=CC=1)(=O)=O)=O.C[O-].[Na+].Cl. (7) Given the product [NH2:43][C:44]1[CH:49]=[CH:48][CH:47]=[CH:46][C:45]=1[NH:50][C:51](=[O:66])[C:52]1[CH:53]=[CH:54][C:55]([CH:58]=[C:59]2[S:63][C:62](=[O:64])[NH:61][C:60]2=[O:65])=[CH:56][CH:57]=1, predict the reactants needed to synthesize it. The reactants are: NC1C=CC=CC=1NC(=O)C1C=CC(CNC2N=C(C3C=CC(OCCN(C)C)=CC=3)C=CN=2)=CC=1.C(OC(=O)[NH:43][C:44]1[CH:49]=[CH:48][CH:47]=[CH:46][C:45]=1[NH:50][C:51](=[O:66])[C:52]1[CH:57]=[CH:56][C:55]([CH:58]=[C:59]2[S:63][C:62](=[O:64])[NH:61][C:60]2=[O:65])=[CH:54][CH:53]=1)(C)(C)C.